This data is from Reaction yield outcomes from USPTO patents with 853,638 reactions. The task is: Predict the reaction yield, written as a fraction of the theoretical maximum amount of product (1.0 means a 100% yield; for example, 0.34 means a 34% yield). (1) The reactants are [C:1]1([C:22]2[CH:27]=[CH:26][CH:25]=[CH:24][CH:23]=2)[CH:6]=[CH:5][CH:4]=[CH:3][C:2]=1[NH:7][C:8]([O:10][CH:11]1[CH2:16][CH2:15][N:14]([CH2:17][CH2:18][C:19](O)=[O:20])[CH2:13][CH2:12]1)=[O:9].[NH2:28][C:29]1[C:38]([CH3:39])=[CH:37][C:32]([C:33]([O:35][CH3:36])=[O:34])=[C:31]([CH3:40])[CH:30]=1.F[P-](F)(F)(F)(F)F.N1(OC(N(C)C)=[N+](C)C)C2N=CC=CC=2N=N1. The catalyst is ClCCl.C(N(C(C)C)CC)(C)C. The product is [C:1]1([C:22]2[CH:27]=[CH:26][CH:25]=[CH:24][CH:23]=2)[CH:6]=[CH:5][CH:4]=[CH:3][C:2]=1[NH:7][C:8]([O:10][CH:11]1[CH2:12][CH2:13][N:14]([CH2:17][CH2:18][C:19]([NH:28][C:29]2[C:38]([CH3:39])=[CH:37][C:32]([C:33]([O:35][CH3:36])=[O:34])=[C:31]([CH3:40])[CH:30]=2)=[O:20])[CH2:15][CH2:16]1)=[O:9]. The yield is 0.590. (2) The product is [CH3:1][O:2][C:3](=[O:33])[CH2:4][CH2:5][C:6]1[CH:11]=[CH:10][C:9]([C:12]([CH2:13][CH3:14])([C:15]2[CH:20]=[CH:19][C:18](/[CH:45]=[CH:44]/[C:43]([CH2:46][CH3:47])([OH:48])[CH2:41][CH3:42])=[C:17]([CH3:29])[CH:16]=2)[CH2:30][CH3:31])=[CH:8][C:7]=1[CH3:32]. The catalyst is CN(C=O)C.C([O-])(=O)C.[Pd+2].C([O-])(=O)C.O. The yield is 0.0500. The reactants are [CH3:1][O:2][C:3](=[O:33])[CH2:4][CH2:5][C:6]1[CH:11]=[CH:10][C:9]([C:12]([CH2:30][CH3:31])([C:15]2[CH:20]=[CH:19][C:18](OS(C(F)(F)F)(=O)=O)=[C:17]([CH3:29])[CH:16]=2)[CH2:13][CH3:14])=[CH:8][C:7]=1[CH3:32].C(N(CC)CC)C.[CH2:41]([C:43]([OH:48])([CH2:46][CH3:47])[CH:44]=[CH2:45])[CH3:42].C1C=CC(P(C2C=CC=CC=2)CCCP(C2C=CC=CC=2)C2C=CC=CC=2)=CC=1. (3) The reactants are [N:1]([CH2:4][C:5]1[O:6][CH:7]=[CH:8][CH:9]=1)=[C:2]=[S:3].[CH2:10]([O:12][C:13]1[CH:18]=[CH:17][C:16]([NH2:19])=[CH:15][CH:14]=1)[CH3:11]. The catalyst is C(#N)C. The product is [CH2:10]([O:12][C:13]1[CH:18]=[CH:17][C:16]([NH:19][C:2]([NH:1][CH2:4][C:5]2[O:6][CH:7]=[CH:8][CH:9]=2)=[S:3])=[CH:15][CH:14]=1)[CH3:11]. The yield is 0.710. (4) The reactants are C1CCN2C(=NCCC2)CC1.[NH2:12][C:13]1[CH:18]=[CH:17][C:16]([C:19]2[N:20]=[CH:21][N:22]([CH2:24][C:25]([O:27][C:28]([CH3:31])([CH3:30])[CH3:29])=[O:26])[CH:23]=2)=[CH:15][CH:14]=1.[C:32]([NH:37][C:38](=[O:43])[O:39][CH:40]([CH3:42])[CH3:41])(=[O:36])/[CH:33]=[CH:34]/[CH3:35]. The catalyst is C(#N)C. The product is [CH3:35][CH:34]([NH:12][C:13]1[CH:18]=[CH:17][C:16]([C:19]2[N:20]=[CH:21][N:22]([CH2:24][C:25]([O:27][C:28]([CH3:31])([CH3:30])[CH3:29])=[O:26])[CH:23]=2)=[CH:15][CH:14]=1)[CH2:33][C:32]([NH:37][C:38]([O:39][CH:40]([CH3:41])[CH3:42])=[O:43])=[O:36]. The yield is 0.330. (5) The reactants are [C:1]([N:3]=[C:4]([NH2:17])[NH:5][C:6]1[CH:7]=[C:8]2[C:12](=[C:13]([I:15])[CH:14]=1)[NH:11][C:10]([CH3:16])=[CH:9]2)#[N:2]. The catalyst is COCCOCCOC. The product is [I:15][C:13]1[C:12]2[NH:11][C:10]([CH3:16])=[CH:9][C:8]=2[C:7]2[C:6]([CH:14]=1)=[N:5][C:4]([NH2:17])=[N:3][C:1]=2[NH2:2]. The yield is 0.140. (6) The reactants are C(O)(=O)C(O)=O.CS(C)=O.[F:11][CH2:12][CH2:13][OH:14].[N+:15]([CH2:18][CH2:19][C:20]([O:22][C:23]([CH3:26])([CH3:25])[CH3:24])=[O:21])([O-:17])=[O:16]. The catalyst is C(Cl)Cl.O.CCN(CC)CC. The product is [F:11][CH2:12][CH:13]([OH:14])[CH:18]([N+:15]([O-:17])=[O:16])[CH2:19][C:20]([O:22][C:23]([CH3:25])([CH3:26])[CH3:24])=[O:21]. The yield is 0.245.